Dataset: Full USPTO retrosynthesis dataset with 1.9M reactions from patents (1976-2016). Task: Predict the reactants needed to synthesize the given product. (1) Given the product [C:1]1([CH3:11])[CH:6]=[CH:5][C:4]([S:7]([NH:13][C:14]2[CH:15]=[C:16]3[C:21](=[CH:22][CH:23]=2)[CH:20]=[N:19][CH:18]=[CH:17]3)(=[O:9])=[O:8])=[CH:3][CH:2]=1, predict the reactants needed to synthesize it. The reactants are: [C:1]1([CH3:11])[CH:6]=[CH:5][C:4]([S:7](Cl)(=[O:9])=[O:8])=[CH:3][CH:2]=1.O.[NH2:13][C:14]1[CH:15]=[C:16]2[C:21](=[CH:22][CH:23]=1)[CH:20]=[N:19][CH:18]=[CH:17]2. (2) Given the product [CH3:4][NH:5][C:6]1[N:27]=[CH:26][CH:25]=[CH:24][C:7]=1[C:8]([NH:10][CH2:11][C:12]1[S:13][C:14]([O:17][C:18]2[CH:23]=[CH:22][CH:21]=[CH:20][CH:19]=2)=[CH:15][CH:16]=1)=[O:9], predict the reactants needed to synthesize it. The reactants are: C(O[CH2:4][NH:5][C:6]1[N:27]=[CH:26][CH:25]=[CH:24][C:7]=1[C:8]([NH:10][CH2:11][C:12]1[S:13][C:14]([O:17][C:18]2[CH:23]=[CH:22][CH:21]=[CH:20][CH:19]=2)=[CH:15][CH:16]=1)=[O:9])C.[BH4-].[Na+].O. (3) Given the product [CH2:12]([S:9]([NH:8][C@@H:7]([C:6]([NH:5][C@H:4]([C:3]([OH:28])=[O:2])[CH2:24][CH2:25][S:26][CH3:27])=[O:23])[C@@H:19]([CH2:21][CH3:22])[CH3:20])(=[O:11])=[O:10])[C:13]1[CH:14]=[CH:15][CH:16]=[CH:17][CH:18]=1, predict the reactants needed to synthesize it. The reactants are: C[O:2][C:3](=[O:28])[C@H:4]([CH2:24][CH2:25][S:26][CH3:27])[NH:5][C:6](=[O:23])[C@@H:7]([C@@H:19]([CH2:21][CH3:22])[CH3:20])[NH:8][S:9]([CH2:12][C:13]1[CH:18]=[CH:17][CH:16]=[CH:15][CH:14]=1)(=[O:11])=[O:10].Cl. (4) The reactants are: O=[CH:2][CH2:3][CH:4]([C:15]1[C:23]2[C:18](=[C:19]([NH:24][S:25]([CH3:28])(=O)=[O:26])[CH:20]=[CH:21][CH:22]=2)[NH:17][CH:16]=1)[C:5]1[CH:10]=[CH:9][C:8]([C:11]([F:14])([F:13])[F:12])=[CH:7][CH:6]=1.[C-:29]#[N:30].[K+].[OH2:32].C(N(S(F)(F)[F:39])CC)C. Given the product [C:29]([CH:2]([F:39])[CH2:3][CH:4]([C:15]1[C:23]2[C:18](=[C:19]([NH:24][S:25]([CH3:28])(=[O:26])=[O:32])[CH:20]=[CH:21][CH:22]=2)[NH:17][CH:16]=1)[C:5]1[CH:6]=[CH:7][C:8]([C:11]([F:13])([F:12])[F:14])=[CH:9][CH:10]=1)#[N:30], predict the reactants needed to synthesize it. (5) The reactants are: Cl[C:2]1[N:7]=[C:6]([C:8]2[N:12]3[CH:13]=[CH:14][CH:15]=[CH:16][C:11]3=[N:10][C:9]=2[C:17]2[CH:18]=[CH:19][C:20]([O:34][CH:35]([CH3:37])[CH3:36])=[C:21]([CH:33]=2)[C:22]([NH:24][C:25]2[C:30]([F:31])=[CH:29][CH:28]=[CH:27][C:26]=2[F:32])=[O:23])[CH:5]=[CH:4][N:3]=1.[CH2:38]([O:40][C:41]1[CH:47]=[C:46]([N:48]2[CH2:53][CH2:52][CH:51]([CH2:54][CH2:55][S:56]([CH3:59])(=[O:58])=[O:57])[CH2:50][CH2:49]2)[C:45]([CH3:60])=[CH:44][C:42]=1[NH2:43])[CH3:39].Cl. Given the product [F:32][C:26]1[CH:27]=[CH:28][CH:29]=[C:30]([F:31])[C:25]=1[NH:24][C:22](=[O:23])[C:21]1[CH:33]=[C:17]([C:9]2[N:10]=[C:11]3[CH:16]=[CH:15][CH:14]=[CH:13][N:12]3[C:8]=2[C:6]2[CH:5]=[CH:4][N:3]=[C:2]([NH:43][C:42]3[CH:44]=[C:45]([CH3:60])[C:46]([N:48]4[CH2:53][CH2:52][CH:51]([CH2:54][CH2:55][S:56]([CH3:59])(=[O:58])=[O:57])[CH2:50][CH2:49]4)=[CH:47][C:41]=3[O:40][CH2:38][CH3:39])[N:7]=2)[CH:18]=[CH:19][C:20]=1[O:34][CH:35]([CH3:37])[CH3:36], predict the reactants needed to synthesize it. (6) Given the product [CH:34]([C:26]1[C:25]([C:23]2[CH:22]=[CH:21][N:14]=[C:12]([NH:11][CH2:10][CH2:9][CH2:8][N:5]3[CH2:4][CH2:3][N:2]([CH3:1])[CH2:7][CH2:6]3)[N:13]=2)=[C:29]2[CH:30]=[CH:31][CH:32]=[CH:33][N:28]2[N:27]=1)([CH3:36])[CH3:35], predict the reactants needed to synthesize it. The reactants are: [CH3:1][N:2]1[CH2:7][CH2:6][N:5]([CH2:8][CH2:9][CH2:10][NH:11][C:12]([NH2:14])=[NH:13])[CH2:4][CH2:3]1.C(NC1N=[C:23]([C:25]2[C:26]([CH:34]([CH3:36])[CH3:35])=[N:27][N:28]3[CH:33]=[CH:32][CH:31]=[CH:30][C:29]=23)[CH:22]=[CH:21]N=1)(C)C.